Dataset: Peptide-MHC class I binding affinity with 185,985 pairs from IEDB/IMGT. Task: Regression. Given a peptide amino acid sequence and an MHC pseudo amino acid sequence, predict their binding affinity value. This is MHC class I binding data. The peptide sequence is YIRRNMINKL. The MHC is HLA-A68:02 with pseudo-sequence HLA-A68:02. The binding affinity (normalized) is 0.120.